Dataset: Catalyst prediction with 721,799 reactions and 888 catalyst types from USPTO. Task: Predict which catalyst facilitates the given reaction. Reactant: [C:1]([C:5]1[S:9][C:8]2[CH:10]=[C:11]([F:14])[CH:12]=[CH:13][C:7]=2[C:6]=1[NH2:15])([O:3]C)=[O:2].[OH-].[Na+].C(O)(C)C. Product: [NH2:15][C:6]1[C:7]2[CH:13]=[CH:12][C:11]([F:14])=[CH:10][C:8]=2[S:9][C:5]=1[C:1]([OH:3])=[O:2]. The catalyst class is: 6.